This data is from Tyrosyl-DNA phosphodiesterase HTS with 341,365 compounds. The task is: Binary Classification. Given a drug SMILES string, predict its activity (active/inactive) in a high-throughput screening assay against a specified biological target. (1) The drug is O(C1C2C(C3(C(C4(C(C(O)C3)C(C(O)CC4)(C)C)C)C1)C)(CCC2C(O)(C\C=C\C(O)(C)C)C)C)C1OC(C(O)C(O)C1O)CO. The result is 0 (inactive). (2) The molecule is Clc1ccc(c2oc(nn2)CSc2oc(nn2)c2sccc2)cc1. The result is 0 (inactive). (3) The compound is n1(c2ncnc(Nc3ccc(C(C)C)cc3)c2c(c1)c1ccccc1)c1ccccc1. The result is 0 (inactive). (4) The molecule is S(=O)(=O)(N(Cc1ccc(cc1)C(OCC)=O)Cc1ccccc1)c1ccc(cc1)C. The result is 0 (inactive). (5) The drug is O=C(N\N=C\c1cc(OC)ccc1)c1c(c([nH]c1C)C(=O)N\N=C\c1cc(OC)ccc1)C. The result is 0 (inactive). (6) The compound is S(=O)(=O)(N1CCC(CC1)C(=O)Nc1c(cccc1C)C)c1cc2CCCN(c2cc1)C(=O)C. The result is 0 (inactive). (7) The result is 0 (inactive). The drug is O=C1N2C(C(c3c1cc(OC)c(OC)c3)C(=O)NCCN1CCOCC1)c1c(CC2)cccc1. (8) The molecule is S1\C(C(=O)N(c2cc(ccc2)C(O)=O)C1=S)=C/c1[nH]c2c(n1)cccc2. The result is 0 (inactive). (9) The drug is s1c(c2nc3c(c(c2)C(=O)Nc2oc(nn2)c2ccccc2)cccc3)ccc1. The result is 0 (inactive).